Predict which catalyst facilitates the given reaction. From a dataset of Catalyst prediction with 721,799 reactions and 888 catalyst types from USPTO. (1) Reactant: [C:1]([O:5][C@@H:6]([C:12]1[C:13]([CH3:34])=[N:14][C:15]2[N:16]([N:26]=[C:27]([C:29]([O:31]CC)=[O:30])[CH:28]=2)[C:17]=1[N:18]1[CH2:23][CH2:22][C:21]([CH3:25])([CH3:24])[CH2:20][CH2:19]1)[C:7]([O:9][CH2:10][CH3:11])=[O:8])([CH3:4])([CH3:3])[CH3:2].[OH-].[Na+]. Product: [C:1]([O:5][C@@H:6]([C:12]1[C:13]([CH3:34])=[N:14][C:15]2[N:16]([N:26]=[C:27]([C:29]([OH:31])=[O:30])[CH:28]=2)[C:17]=1[N:18]1[CH2:23][CH2:22][C:21]([CH3:25])([CH3:24])[CH2:20][CH2:19]1)[C:7]([O:9][CH2:10][CH3:11])=[O:8])([CH3:2])([CH3:3])[CH3:4]. The catalyst class is: 14. (2) Reactant: COC(C1CC(=O)[N:7](C2C=CC(O)=CC=2)[CH2:6]1)=O.COC1C=CC=CC=1CBr.C[O:29][C:30]([CH:32]1[CH2:36][C:35](=[O:37])[N:34]([C:38]2[CH:43]=[CH:42][C:41]([O:44][CH2:45][C:46]3[CH:51]=[CH:50][CH:49]=[CH:48][C:47]=3[O:52][CH3:53])=[CH:40][CH:39]=2)[CH2:33]1)=O. Product: [CH3:6][NH2:7].[CH3:6][NH:7][C:30]([CH:32]1[CH2:36][C:35](=[O:37])[N:34]([C:38]2[CH:43]=[CH:42][C:41]([O:44][CH2:45][C:46]3[CH:51]=[CH:50][CH:49]=[CH:48][C:47]=3[O:52][CH3:53])=[CH:40][CH:39]=2)[CH2:33]1)=[O:29]. The catalyst class is: 8.